From a dataset of Catalyst prediction with 721,799 reactions and 888 catalyst types from USPTO. Predict which catalyst facilitates the given reaction. (1) Reactant: [CH3:1][C:2]1[CH:3]=[CH:4][C:5]([O:11][CH2:12][C:13]2[CH:18]=[CH:17][CH:16]=[CH:15][CH:14]=2)=[C:6]([CH:10]=1)[C:7]([OH:9])=O.[N:19]1[CH:24]=[CH:23][CH:22]=[C:21]([NH2:25])[CH:20]=1.C1C=CC2N(O)N=NC=2C=1.C(Cl)CCl. Product: [CH3:1][C:2]1[CH:3]=[CH:4][C:5]([O:11][CH2:12][C:13]2[CH:18]=[CH:17][CH:16]=[CH:15][CH:14]=2)=[C:6]([CH:10]=1)[C:7]([NH:25][C:21]1[CH:20]=[N:19][CH:24]=[CH:23][CH:22]=1)=[O:9]. The catalyst class is: 18. (2) Reactant: [F:1][C:2]1[C:7]([O:8][CH3:9])=[CH:6][CH:5]=[C:4]([F:10])[C:3]=1[CH2:11][C:12]([OH:14])=O.[C:15](Cl)(=O)C(Cl)=O.[NH2:21][C:22]1[CH:63]=[CH:62][C:25]([C:26]([N:28]([CH2:54][C:55]([O:57]C(C)(C)C)=[O:56])[CH2:29][C:30]2[CH:35]=[CH:34][C:33]([C:36]3[N:40]=[C:39]([C:41]4(C)[CH:46]=[CH:45][C:44]([C:47]5[CH:52]=[CH:51][CH:50]=[CH:49][CH:48]=5)=[CH:43][CH2:42]4)[O:38][N:37]=3)=[CH:32][CH:31]=2)=[O:27])=[CH:24][CH:23]=1.C(O)(C(F)(F)F)=O. Product: [F:1][C:2]1[C:7]([O:8][CH3:9])=[CH:6][CH:5]=[C:4]([F:10])[C:3]=1[CH2:11][C:12]([NH:21][C:22]1[CH:63]=[CH:62][C:25]([C:26]([N:28]([CH2:54][C:55]([OH:57])=[O:56])[CH2:29][C:30]2[CH:35]=[CH:34][C:33]([C:36]3[N:40]=[C:39]([C:41]4[CH:46]=[CH:45][C:44]([C:47]5[CH:48]=[CH:49][C:50]([CH3:15])=[CH:51][CH:52]=5)=[CH:43][CH:42]=4)[O:38][N:37]=3)=[CH:32][CH:31]=2)=[O:27])=[CH:24][CH:23]=1)=[O:14]. The catalyst class is: 59. (3) Product: [Cl:1][C:2]1[CH:7]=[CH:6][C:5]([C:8](=[O:10])[CH2:9][C:27]([CH:24]2[CH2:25][CH2:26][O:21][CH2:22][CH2:23]2)=[O:28])=[CH:4][CH:3]=1. Reactant: [Cl:1][C:2]1[CH:7]=[CH:6][C:5]([C:8](=[O:10])[CH3:9])=[CH:4][CH:3]=1.C[Si](C)(C)[N-][Si](C)(C)C.[Na+].[O:21]1[CH2:26][CH2:25][CH:24]([C:27](Cl)=[O:28])[CH2:23][CH2:22]1. The catalyst class is: 1. (4) Reactant: C(OC([N:8]1[CH2:13][CH2:12][N:11]([C:14]2[CH:19]=[CH:18][CH:17]=[C:16]([C:20]3[N:21]=[C:22]4[C:28]([C:29]([C:31]5([CH3:37])[CH2:36][CH2:35][CH2:34][CH2:33][CH2:32]5)=[O:30])=[CH:27][NH:26][C:23]4=[N:24][CH:25]=3)[CH:15]=2)[CH2:10][CH2:9]1)=O)(C)(C)C.C(O)(C(F)(F)F)=O. Product: [CH3:37][C:31]1([C:29]([C:28]2[C:22]3[C:23](=[N:24][CH:25]=[C:20]([C:16]4[CH:17]=[CH:18][CH:19]=[C:14]([N:11]5[CH2:12][CH2:13][NH:8][CH2:9][CH2:10]5)[CH:15]=4)[N:21]=3)[NH:26][CH:27]=2)=[O:30])[CH2:36][CH2:35][CH2:34][CH2:33][CH2:32]1. The catalyst class is: 2. (5) Product: [CH3:11][C:1]1[CH:6]=[CH:5][C:4]([N+:17]([O-:19])=[O:18])=[CH:3][C:2]=1[CH2:7][C:8]([OH:10])=[O:9]. Reactant: [C:1]1([CH3:11])[CH:6]=[CH:5][CH:4]=[CH:3][C:2]=1[CH2:7][C:8]([OH:10])=[O:9].S(=O)(=O)(O)O.[N+:17]([O-])([OH:19])=[O:18]. The catalyst class is: 2. (6) Reactant: [OH:1][CH2:2][C:3]1([C:9]([O:11]C)=[O:10])[CH2:8][CH2:7][O:6][CH2:5][CH2:4]1.[OH-].[Na+].Cl. Product: [OH:1][CH2:2][C:3]1([C:9]([OH:11])=[O:10])[CH2:8][CH2:7][O:6][CH2:5][CH2:4]1. The catalyst class is: 83.